Task: Predict the reaction yield, written as a fraction of the theoretical maximum amount of product (1.0 means a 100% yield; for example, 0.34 means a 34% yield).. Dataset: Reaction yield outcomes from USPTO patents with 853,638 reactions The reactants are [Cl:1][C:2]1[CH:3]=[C:4]([NH:12][C:13]2[C:18]([C:19]#[N:20])=[CH:17][N:16]=[CH:15][C:14]=2I)[C:5]([CH3:11])=[C:6]2[C:10]=1[NH:9][CH:8]=[CH:7]2.[Cl:22][CH2:23][CH2:24][O:25][C:26]1[CH:31]=[CH:30][C:29](B(OC(C)C)OC(C)C)=[CH:28][CH:27]=1.C(=O)([O-])[O-].[Na+].[Na+].C(OCC)(=O)C. The catalyst is COCCOC.C1C=CC([P]([Pd]([P](C2C=CC=CC=2)(C2C=CC=CC=2)C2C=CC=CC=2)([P](C2C=CC=CC=2)(C2C=CC=CC=2)C2C=CC=CC=2)[P](C2C=CC=CC=2)(C2C=CC=CC=2)C2C=CC=CC=2)(C2C=CC=CC=2)C2C=CC=CC=2)=CC=1. The product is [Cl:22][CH2:23][CH2:24][O:25][C:26]1[CH:31]=[CH:30][C:29]([C:14]2[CH:15]=[N:16][CH:17]=[C:18]([C:13]=2[NH:12][C:4]2[C:5]([CH3:11])=[C:6]3[C:10](=[C:2]([Cl:1])[CH:3]=2)[NH:9][CH:8]=[CH:7]3)[C:19]#[N:20])=[CH:28][CH:27]=1. The yield is 0.840.